Dataset: Catalyst prediction with 721,799 reactions and 888 catalyst types from USPTO. Task: Predict which catalyst facilitates the given reaction. (1) Reactant: [Cl:1][C:2]1[CH:7]=[CH:6][CH:5]=[CH:4][C:3]=1[S:8](Cl)(=[O:10])=[O:9].N1C=CC=CC=1.[NH:18]1[CH2:23][CH2:22][O:21][CH2:20][CH2:19]1.S(Cl)(Cl)(=O)=O. The catalyst class is: 2. Product: [N:18]1([S:8]([C:3]2[CH:4]=[CH:5][CH:6]=[CH:7][C:2]=2[Cl:1])(=[O:10])=[O:9])[CH2:23][CH2:22][O:21][CH2:20][CH2:19]1. (2) Reactant: C[O:2][C:3](=[O:32])[CH:4]([N:8]1[C:17](=[O:18])[C:16]2[C:11](=[CH:12][CH:13]=[CH:14][CH:15]=2)[N:10]([CH2:19][C:20]2[C:28]3[C:23](=[CH:24][CH:25]=[CH:26][C:27]=3[CH3:29])[N:22]([CH3:30])[CH:21]=2)[C:9]1=[O:31])[CH2:5][CH2:6][CH3:7]. Product: [CH3:30][N:22]1[C:23]2[C:28](=[C:27]([CH3:29])[CH:26]=[CH:25][CH:24]=2)[C:20]([CH2:19][N:10]2[C:11]3[C:16](=[CH:15][CH:14]=[CH:13][CH:12]=3)[C:17](=[O:18])[N:8]([CH:4]([CH2:5][CH2:6][CH3:7])[C:3]([OH:32])=[O:2])[C:9]2=[O:31])=[CH:21]1. The catalyst class is: 38. (3) Reactant: [CH2:1]([O:8][C:9]([N:11]1[CH2:16][CH2:15][CH:14]([O:17][C:18]2[CH:23]=[CH:22][CH:21]=[C:20]([NH:24]C(OC(C)(C)C)=O)[CH:19]=2)[CH2:13][CH2:12]1)=[O:10])[C:2]1[CH:7]=[CH:6][CH:5]=[CH:4][CH:3]=1. Product: [CH2:1]([O:8][C:9]([N:11]1[CH2:16][CH2:15][CH:14]([O:17][C:18]2[CH:23]=[CH:22][CH:21]=[C:20]([NH2:24])[CH:19]=2)[CH2:13][CH2:12]1)=[O:10])[C:2]1[CH:7]=[CH:6][CH:5]=[CH:4][CH:3]=1. The catalyst class is: 330. (4) Reactant: [Cl:1][C:2]1[CH:9]=[CH:8][C:5]([C:6]#[N:7])=[C:4]([O:10][C:11]2[CH:16]=[CH:15][CH:14]=[C:13]([CH:17]=O)[C:12]=2[O:19][CH2:20][CH2:21][CH3:22])[CH:3]=1.CN.[C:25]([BH3-])#[N:26].[Na+].[C:29]([OH:36])(=[O:35])/[CH:30]=[CH:31]/[C:32]([OH:34])=[O:33]. Product: [C:29]([OH:36])(=[O:35])/[CH:30]=[CH:31]/[C:32]([OH:34])=[O:33].[Cl:1][C:2]1[CH:9]=[CH:8][C:5]([C:6]#[N:7])=[C:4]([O:10][C:11]2[CH:16]=[CH:15][CH:14]=[C:13]([CH2:17][NH:26][CH3:25])[C:12]=2[O:19][CH2:20][CH2:21][CH3:22])[CH:3]=1. The catalyst class is: 404.